This data is from Forward reaction prediction with 1.9M reactions from USPTO patents (1976-2016). The task is: Predict the product of the given reaction. (1) Given the reactants [F:1][CH:2]1[CH2:5][N:4]([C:6]2[N:11]=[C:10]([CH2:12][N:13]3[C@@H:17]([CH3:18])[C@@H:16]([C:19]4[CH:24]=[C:23]([C:25]([F:28])([F:27])[F:26])[CH:22]=[C:21]([F:29])[CH:20]=4)[O:15][C:14]3=[O:30])[C:9]([C:31]3[CH:32]=[C:33]([C:39]4[C:48]([CH3:49])=[CH:47][C:42]([C:43]([O:45]C)=[O:44])=[CH:41][C:40]=4[CH3:50])[CH:34]=[N:35][C:36]=3[O:37][CH3:38])=[CH:8][N:7]=2)[CH2:3]1.[OH-].[Li+].C(O)(C(F)(F)F)=O, predict the reaction product. The product is: [F:1][CH:2]1[CH2:5][N:4]([C:6]2[N:11]=[C:10]([CH2:12][N:13]3[C@@H:17]([CH3:18])[C@@H:16]([C:19]4[CH:24]=[C:23]([C:25]([F:27])([F:26])[F:28])[CH:22]=[C:21]([F:29])[CH:20]=4)[O:15][C:14]3=[O:30])[C:9]([C:31]3[CH:32]=[C:33]([C:39]4[C:40]([CH3:50])=[CH:41][C:42]([C:43]([OH:45])=[O:44])=[CH:47][C:48]=4[CH3:49])[CH:34]=[N:35][C:36]=3[O:37][CH3:38])=[CH:8][N:7]=2)[CH2:3]1. (2) Given the reactants [CH3:1][O:2][CH:3]=[CH:4][C:5]1[N:9]([CH:10]2[C:19]3[C:14](=[CH:15][CH:16]=[CH:17][CH:18]=3)[C:13](=[O:20])[O:12][C:11]2([CH3:22])[CH3:21])[CH:8]=[N:7][CH:6]=1, predict the reaction product. The product is: [CH3:1][O:2][CH2:3][CH2:4][C:5]1[N:9]([CH:10]2[C:19]3[C:14](=[CH:15][CH:16]=[CH:17][CH:18]=3)[C:13](=[O:20])[O:12][C:11]2([CH3:22])[CH3:21])[CH:8]=[N:7][CH:6]=1. (3) Given the reactants [H-].[Al+3].[Li+].[H-].[H-].[H-].[Cl:7][C:8]1[CH:16]=[C:15]2[C:11]([C:12]([CH2:31][CH2:32][CH2:33][S:34][CH3:35])=[C:13]([C:26](OCC)=[O:27])[N:14]2[S:17]([C:20]2[CH:25]=[CH:24][CH:23]=[CH:22][CH:21]=2)(=[O:19])=[O:18])=[CH:10][CH:9]=1, predict the reaction product. The product is: [Cl:7][C:8]1[CH:16]=[C:15]2[C:11]([C:12]([CH2:31][CH2:32][CH2:33][S:34][CH3:35])=[C:13]([CH2:26][OH:27])[N:14]2[S:17]([C:20]2[CH:25]=[CH:24][CH:23]=[CH:22][CH:21]=2)(=[O:19])=[O:18])=[CH:10][CH:9]=1. (4) Given the reactants [Si:1]([O:18][C@H:19]1[CH2:24][CH2:23][C@H:22]([C:25]([NH:27][C:28]2[CH:33]=[CH:32][C:31]([OH:34])=[CH:30][C:29]=2O)=[O:26])[CH2:21][CH2:20]1)([C:14]([CH3:17])([CH3:16])[CH3:15])([C:8]1[CH:13]=[CH:12][CH:11]=[CH:10][CH:9]=1)[C:2]1[CH:7]=[CH:6][CH:5]=[CH:4][CH:3]=1.N(C(OC(C)C)=O)=NC(OC(C)C)=O.[C:67]1(P([C:63]2[CH:68]=[CH:67][CH:66]=CC=2)[C:67]2[CH:66]=CC=[CH:63][CH:68]=2)[CH:66]=CC=[CH:63][CH:68]=1, predict the reaction product. The product is: [Si:1]([O:18][C@H:19]1[CH2:24][CH2:23][C@H:22]([C:25]2[O:26][C:29]3[CH:30]=[C:31]([O:34][CH2:66][CH:67]4[CH2:63][CH2:68]4)[CH:32]=[CH:33][C:28]=3[N:27]=2)[CH2:21][CH2:20]1)([C:14]([CH3:17])([CH3:16])[CH3:15])([C:8]1[CH:13]=[CH:12][CH:11]=[CH:10][CH:9]=1)[C:2]1[CH:3]=[CH:4][CH:5]=[CH:6][CH:7]=1. (5) Given the reactants [F:1][C:2]1([F:19])[CH2:5][N:4]([C:6]2[CH:7]=[CH:8][C:9]([C:16]([OH:18])=O)=[N:10][C:11]=2[O:12][CH2:13][CH2:14][F:15])[CH2:3]1.Cl.[F:21][C:22]1([F:30])[CH2:26][NH:25][C@H:24]([C:27]([NH2:29])=[O:28])[CH2:23]1, predict the reaction product. The product is: [F:19][C:2]1([F:1])[CH2:3][N:4]([C:6]2[CH:7]=[CH:8][C:9]([C:16]([N:25]3[CH2:26][C:22]([F:30])([F:21])[CH2:23][C@H:24]3[C:27]([NH2:29])=[O:28])=[O:18])=[N:10][C:11]=2[O:12][CH2:13][CH2:14][F:15])[CH2:5]1. (6) Given the reactants [Br:1][C:2]1[CH:3]=[N:4][NH:5][CH:6]=1.[H-].[Na+].Br[CH:10]([CH3:16])[C:11]([O:13][CH2:14][CH3:15])=[O:12], predict the reaction product. The product is: [Br:1][C:2]1[CH:3]=[N:4][N:5]([CH:10]([CH3:16])[C:11]([O:13][CH2:14][CH3:15])=[O:12])[CH:6]=1.